This data is from Full USPTO retrosynthesis dataset with 1.9M reactions from patents (1976-2016). The task is: Predict the reactants needed to synthesize the given product. (1) Given the product [Cl:1][C:2]1[CH:10]=[C:9]2[C:5]([C:6]([CH:19]=[O:20])=[CH:7][NH:8]2)=[CH:4][C:3]=1[C:26]1[CH:31]=[CH:30][C:29]([C:32]2([CH2:35][OH:36])[CH2:34][CH2:33]2)=[CH:28][CH:27]=1, predict the reactants needed to synthesize it. The reactants are: [Cl:1][C:2]1[CH:10]=[C:9]2[C:5]([CH:6]=[CH:7][NH:8]2)=[CH:4][C:3]=1B1OCC(C)(C)CO1.[C:19](=O)([O-])[O-:20].[K+].[K+].Br[C:26]1[CH:31]=[CH:30][C:29]([C:32]2([CH2:35][OH:36])[CH2:34][CH2:33]2)=[CH:28][CH:27]=1. (2) Given the product [Cl:22][CH2:23][CH2:24][CH2:25][CH2:26][CH:8]([C:4]1[CH:5]=[CH:6][CH:7]=[C:2]([Cl:1])[CH:3]=1)[C:9]([OH:11])=[O:10], predict the reactants needed to synthesize it. The reactants are: [Cl:1][C:2]1[CH:3]=[C:4]([CH2:8][C:9]([OH:11])=[O:10])[CH:5]=[CH:6][CH:7]=1.C[Si]([N-][Si](C)(C)C)(C)C.[Na+].[Cl:22][CH2:23][CH2:24][CH2:25][CH2:26]I. (3) The reactants are: [H-].[Na+].[F:3][C:4]1[C:9]([F:10])=[CH:8][CH:7]=[CH:6][C:5]=1[C@H:11]1[CH2:17][N:16]2[C:18]([CH2:21][CH2:22][OH:23])=[CH:19][N:20]=[C:15]2[C@H:14]([NH:24][C:25](=[O:31])[O:26][C:27]([CH3:30])([CH3:29])[CH3:28])[CH2:13][CH2:12]1.I[CH3:33]. Given the product [F:3][C:4]1[C:9]([F:10])=[CH:8][CH:7]=[CH:6][C:5]=1[C@H:11]1[CH2:17][N:16]2[C:18]([CH2:21][CH2:22][O:23][CH3:33])=[CH:19][N:20]=[C:15]2[C@H:14]([NH:24][C:25](=[O:31])[O:26][C:27]([CH3:28])([CH3:30])[CH3:29])[CH2:13][CH2:12]1, predict the reactants needed to synthesize it. (4) Given the product [NH:2]1[CH:9]=[CH:8][C:6](=[O:16])[NH:5][C:3]1=[O:4].[C@@H:13]1([N:21]2[CH:28]=[CH:27][C:25](=[O:4])[NH:24][C:22]2=[O:23])[O:20][C@H:17]([CH2:18][OH:19])[C@@H:15]([OH:16])[CH2:14]1, predict the reactants needed to synthesize it. The reactants are: O.[NH:2]1[CH:9]=[CH:8][C:6](N)=[N:5][C:3]1=[O:4].[OH-].[Mg+2].[OH-].[C@@H:13]1([N:21]2[CH:28]=[CH:27][C:25](N)=[N:24][C:22]2=[O:23])[O:20][C@H:17]([CH2:18][OH:19])[C@@H:15]([OH:16])[CH2:14]1. (5) Given the product [N:20]1([CH2:25][C:26]2[CH:27]=[CH:28][C:29]([O:30][CH2:31][CH2:32][O:19][C:10]3[N:11]=[C:12]([C:13]4[CH:18]=[CH:17][CH:16]=[CH:15][N:14]=4)[C:7]([C:2]4[CH:3]=[CH:4][CH:5]=[CH:6][N:1]=4)=[N:8][CH:9]=3)=[CH:34][CH:35]=2)[CH:24]=[CH:23][N:22]=[CH:21]1, predict the reactants needed to synthesize it. The reactants are: [N:1]1[CH:6]=[CH:5][CH:4]=[CH:3][C:2]=1[C:7]1[N:8]=[CH:9][C:10]([OH:19])=[N:11][C:12]=1[C:13]1[CH:18]=[CH:17][CH:16]=[CH:15][N:14]=1.[N:20]1([CH2:25][C:26]2[CH:35]=[CH:34][C:29]([O:30][CH2:31][CH2:32]O)=[CH:28][CH:27]=2)[CH:24]=[CH:23][N:22]=[CH:21]1.C1(P(C2C=CC=CC=2)C2C=CC=CC=2)C=CC=CC=1.N(C(OCC)=O)=NC(OCC)=O. (6) Given the product [CH3:14][CH:11]1[CH2:12][CH2:13][N:8]([C:6]2[N:15]([C:16]3[C:21]([F:22])=[CH:20][C:19]([F:23])=[CH:18][C:17]=3[F:24])[C:3]([S:2][CH3:1])=[N:4][CH:5]=2)[CH2:9][CH2:10]1, predict the reactants needed to synthesize it. The reactants are: [CH3:1][S:2][C:3](=[N:15][C:16]1[C:21]([F:22])=[CH:20][C:19]([F:23])=[CH:18][C:17]=1[F:24])[NH:4][CH2:5][C:6]([N:8]1[CH2:13][CH2:12][CH:11]([CH3:14])[CH2:10][CH2:9]1)=O.COC1C=CC(P2(=S)SP(=S)(C3C=CC(OC)=CC=3)S2)=CC=1. (7) Given the product [Br-:10].[CH3:37][C:26]1[C:25]([CH2:24][N+:3]2[C:2]([Cl:1])=[C:6]([Cl:7])[N:5]([CH2:11][CH2:12][C:13]3[CH:22]=[CH:21][C:20]4[C:15](=[CH:16][CH:17]=[CH:18][CH:19]=4)[CH:14]=3)[CH:4]=2)=[C:30]([CH3:31])[C:29]([CH2:32][N+:3]2[C:2]([Cl:1])=[C:6]([Cl:7])[N:5]([CH2:40][CH2:39][C:38]3[CH:42]=[CH:40][C:39]4[C:38](=[CH:39][CH:40]=[CH:42][CH:38]=4)[CH:42]=3)[CH:4]=2)=[C:28]([CH3:34])[C:27]=1[CH2:35][N+:3]1[C:2]([Cl:1])=[C:6]([Cl:7])[N:5]([CH2:11][CH2:12][C:13]2[CH:22]=[CH:21][C:20]3[C:15](=[CH:16][CH:17]=[CH:18][CH:19]=3)[CH:14]=2)[CH:4]=1.[Br-:23].[Br-:10], predict the reactants needed to synthesize it. The reactants are: [Cl:1][C:2]1[N:3]=[CH:4][NH:5][C:6]=1[Cl:7].[OH-].[K+].[Br:10][CH2:11][CH2:12][C:13]1[CH:22]=[CH:21][C:20]2[C:15](=[CH:16][CH:17]=[CH:18][CH:19]=2)[CH:14]=1.[Br:23][CH2:24][C:25]1[C:30]([CH3:31])=[C:29]([CH2:32]Br)[C:28]([CH3:34])=[C:27]([CH2:35]Br)[C:26]=1[CH3:37].[CH2:38]1[CH2:42]O[CH2:40][CH2:39]1. (8) Given the product [CH3:15][O:16][C:17](=[O:30])[C:18]1[CH:23]=[C:22]([CH2:4][CH:3]=[O:2])[CH:21]=[CH:20][C:19]=1[O:25][CH2:26][CH2:27][CH2:28][CH3:29], predict the reactants needed to synthesize it. The reactants are: C[O:2][C:3](=O)[C:4]1C=CC(C)=CC=1CC=O.[CH3:15][O:16][C:17](=[O:30])[C:18]1[CH:23]=[C:22](Br)[CH:21]=[CH:20][C:19]=1[O:25][CH2:26][CH2:27][CH2:28][CH3:29]. (9) Given the product [CH:19]1([C:17]([NH:16][C:14]2[S:13][C:11]3[C:10]([N:15]=2)=[CH:9][CH:8]=[C:7]([O:6][C:5]2[CH:22]=[CH:23][C:2]([NH:1][C:39]([C:34]4[C:33](=[O:42])[N:32]([C:29]5[CH:28]=[CH:27][C:26]([F:25])=[CH:31][CH:30]=5)[C:37]([CH3:38])=[CH:36][CH:35]=4)=[O:40])=[CH:3][C:4]=2[F:24])[N:12]=3)=[O:18])[CH2:21][CH2:20]1, predict the reactants needed to synthesize it. The reactants are: [NH2:1][C:2]1[CH:23]=[CH:22][C:5]([O:6][C:7]2[N:12]=[C:11]3[S:13][C:14]([NH:16][C:17]([CH:19]4[CH2:21][CH2:20]4)=[O:18])=[N:15][C:10]3=[CH:9][CH:8]=2)=[C:4]([F:24])[CH:3]=1.[F:25][C:26]1[CH:31]=[CH:30][C:29]([N:32]2[C:37]([CH3:38])=[CH:36][CH:35]=[C:34]([C:39](O)=[O:40])[C:33]2=[O:42])=[CH:28][CH:27]=1.CN(C(ON1N=NC2C=CC=NC1=2)=[N+](C)C)C.F[P-](F)(F)(F)(F)F.C(N(CC)C(C)C)(C)C. (10) Given the product [C:10]([O:14][C:15]([NH:17][C:18]1[CH:19]=[C:20]([NH:21][C:2]2[N:7]=[C:6]([NH:21][C:20]3[CH:22]=[CH:23][CH:24]=[C:18]([NH:17][C:15]([O:14][C:10]([CH3:13])([CH3:12])[CH3:11])=[O:16])[CH:19]=3)[C:5]([F:9])=[CH:4][N:3]=2)[CH:22]=[CH:23][CH:24]=1)=[O:16])([CH3:13])([CH3:11])[CH3:12], predict the reactants needed to synthesize it. The reactants are: Cl[C:2]1[N:7]=[C:6](Cl)[C:5]([F:9])=[CH:4][N:3]=1.[C:10]([O:14][C:15]([NH:17][C:18]1[CH:19]=[C:20]([CH:22]=[CH:23][CH:24]=1)[NH2:21])=[O:16])([CH3:13])([CH3:12])[CH3:11].